This data is from Reaction yield outcomes from USPTO patents with 853,638 reactions. The task is: Predict the reaction yield, written as a fraction of the theoretical maximum amount of product (1.0 means a 100% yield; for example, 0.34 means a 34% yield). (1) The reactants are [C:1]12([CH2:11][CH2:12][O:13][C:14]3[CH:19]=[CH:18][C:17]([CH2:20][CH2:21][NH:22][CH2:23][C@@H:24]([C:26]4[CH:27]=[CH:28][C:29]([O:35]CC5C=CC=CC=5)=[C:30]([NH:32][CH:33]=[O:34])[CH:31]=4)[OH:25])=[CH:16][CH:15]=3)[CH2:10][CH:5]3[CH2:6][CH:7]([CH2:9][CH:3]([CH2:4]3)[CH2:2]1)[CH2:8]2. The catalyst is CO.O1CCCC1.[Pd]. The product is [C:1]12([CH2:11][CH2:12][O:13][C:14]3[CH:15]=[CH:16][C:17]([CH2:20][CH2:21][NH:22][CH2:23][C@@H:24]([C:26]4[CH:27]=[CH:28][C:29]([OH:35])=[C:30]([NH:32][CH:33]=[O:34])[CH:31]=4)[OH:25])=[CH:18][CH:19]=3)[CH2:8][CH:7]3[CH2:9][CH:3]([CH2:4][CH:5]([CH2:6]3)[CH2:10]1)[CH2:2]2. The yield is 0.370. (2) The reactants are [NH:1]1[CH:5]=[C:4]([C:6]2[C:7]([NH2:12])=[N:8][CH:9]=[CH:10][CH:11]=2)[CH:3]=[N:2]1.[H-].[Na+].[CH2:15]([O:19][CH2:20][C:21]1[CH:26]=[CH:25][C:24]([CH2:27]Cl)=[CH:23][CH:22]=1)[CH2:16][CH2:17][CH3:18]. The catalyst is CN(C)C=O. The product is [CH2:15]([O:19][CH2:20][C:21]1[CH:26]=[CH:25][C:24]([CH2:27][N:1]2[CH:5]=[C:4]([C:6]3[C:7]([NH2:12])=[N:8][CH:9]=[CH:10][CH:11]=3)[CH:3]=[N:2]2)=[CH:23][CH:22]=1)[CH2:16][CH2:17][CH3:18]. The yield is 0.780. (3) The reactants are [NH2:1][C:2]1[CH:10]=[CH:9][C:5]([CH2:6][CH2:7][OH:8])=[CH:4][CH:3]=1.C(=O)([O-])[O-].[Ca+2].[I:16]I. The catalyst is CO. The product is [NH2:1][C:2]1[CH:10]=[CH:9][C:5]([CH2:6][CH2:7][OH:8])=[CH:4][C:3]=1[I:16]. The yield is 0.370. (4) The reactants are Br[C:2]1[CH:3]=[C:4]([Si:8]([C:34]2[CH:39]=[CH:38][CH:37]=[CH:36][CH:35]=2)([C:28]2[CH:33]=[CH:32][CH:31]=[CH:30][CH:29]=2)[C:9]2[CH:10]=[C:11]([N:15]3[C:27]4[CH:26]=[CH:25][CH:24]=[CH:23][C:22]=4[C:21]4[C:16]3=[CH:17][CH:18]=[CH:19][CH:20]=4)[CH:12]=[CH:13][CH:14]=2)[CH:5]=[CH:6][CH:7]=1.[CH3:40][C:41]1([CH3:57])[C:45]([CH3:47])([CH3:46])[O:44][B:43]([B:43]2[O:44][C:45]([CH3:47])([CH3:46])[C:41]([CH3:57])([CH3:40])[O:42]2)[O:42]1.C([O-])(=O)C.[K+]. The catalyst is O1CCOCC1.O.C1C=CC(/C=C/C(/C=C/C2C=CC=CC=2)=O)=CC=1.C1C=CC(/C=C/C(/C=C/C2C=CC=CC=2)=O)=CC=1.C1C=CC(/C=C/C(/C=C/C2C=CC=CC=2)=O)=CC=1.[Pd].[Pd].C1C=CC(P(C2C=CC=CC=2)[C-]2C=CC=C2)=CC=1.C1C=CC(P(C2C=CC=CC=2)[C-]2C=CC=C2)=CC=1.[Fe+2]. The product is [C:28]1([Si:8]([C:34]2[CH:39]=[CH:38][CH:37]=[CH:36][CH:35]=2)([C:4]2[CH:5]=[CH:6][CH:7]=[C:2]([B:43]3[O:44][C:45]([CH3:47])([CH3:46])[C:41]([CH3:57])([CH3:40])[O:42]3)[CH:3]=2)[C:9]2[CH:10]=[C:11]([N:15]3[C:27]4[CH:26]=[CH:25][CH:24]=[CH:23][C:22]=4[C:21]4[C:16]3=[CH:17][CH:18]=[CH:19][CH:20]=4)[CH:12]=[CH:13][CH:14]=2)[CH:33]=[CH:32][CH:31]=[CH:30][CH:29]=1. The yield is 0.500. (5) The reactants are C(OC(=O)C)C.Cl.[F:8][C:9]1[CH:18]=[CH:17][C:16]([O:19][CH2:20][CH2:21][CH3:22])=[C:15]2[C:10]=1[C:11](=[O:48])[C:12]([C:40]1[CH:45]=[CH:44][C:43]([O:46][CH3:47])=[CH:42][CH:41]=1)=[CH:13][N:14]2[CH2:23][C:24]([NH:26][CH:27]1[CH2:32][CH2:31][N:30](C(OC(C)(C)C)=O)[CH2:29][CH2:28]1)=[O:25]. The catalyst is C(O)C. The product is [F:8][C:9]1[CH:18]=[CH:17][C:16]([O:19][CH2:20][CH2:21][CH3:22])=[C:15]2[C:10]=1[C:11](=[O:48])[C:12]([C:40]1[CH:41]=[CH:42][C:43]([O:46][CH3:47])=[CH:44][CH:45]=1)=[CH:13][N:14]2[CH2:23][C:24]([NH:26][CH:27]1[CH2:28][CH2:29][NH:30][CH2:31][CH2:32]1)=[O:25]. The yield is 0.270. (6) The reactants are [Cl:1][C:2]1[CH:11]=[C:10]([O:12][CH:13]([CH3:15])[CH3:14])[C:9]([NH:16][NH2:17])=[CH:8][C:3]=1[C:4]([O:6][CH3:7])=[O:5].CO[CH:20](OC)[CH2:21][CH:22](OC)OC. The catalyst is C(O)C. The product is [Cl:1][C:2]1[CH:11]=[C:10]([O:12][CH:13]([CH3:14])[CH3:15])[C:9]([N:16]2[CH:22]=[CH:21][CH:20]=[N:17]2)=[CH:8][C:3]=1[C:4]([O:6][CH3:7])=[O:5]. The yield is 0.760. (7) The catalyst is COCCOC.O.C1C=CC([P]([Pd]([P](C2C=CC=CC=2)(C2C=CC=CC=2)C2C=CC=CC=2)([P](C2C=CC=CC=2)(C2C=CC=CC=2)C2C=CC=CC=2)[P](C2C=CC=CC=2)(C2C=CC=CC=2)C2C=CC=CC=2)(C2C=CC=CC=2)C2C=CC=CC=2)=CC=1. The product is [F:10][C:4]1[CH:3]=[C:2]([C:11]2[CH:16]=[CH:15][CH:14]=[CH:13][CH:12]=2)[CH:9]=[CH:8][C:5]=1[CH:6]=[O:7]. The reactants are Br[C:2]1[CH:9]=[CH:8][C:5]([CH:6]=[O:7])=[C:4]([F:10])[CH:3]=1.[C:11]1(B(O)O)[CH:16]=[CH:15][CH:14]=[CH:13][CH:12]=1.[F-].[Cs+].C([O-])(O)=O.[Na+]. The yield is 0.910.